From a dataset of Peptide-MHC class I binding affinity with 185,985 pairs from IEDB/IMGT. Regression. Given a peptide amino acid sequence and an MHC pseudo amino acid sequence, predict their binding affinity value. This is MHC class I binding data. (1) The peptide sequence is KQLGQVMLLV. The MHC is HLA-A02:17 with pseudo-sequence HLA-A02:17. The binding affinity (normalized) is 0.524. (2) The peptide sequence is RTFGCSWEF. The MHC is HLA-B58:01 with pseudo-sequence HLA-B58:01. The binding affinity (normalized) is 0.606.